From a dataset of Forward reaction prediction with 1.9M reactions from USPTO patents (1976-2016). Predict the product of the given reaction. (1) Given the reactants [CH3:1][O:2][C:3]1[C:8]2[CH2:9][CH2:10][CH2:11][CH:12]([N:14]3[CH2:19][CH2:18][O:17][CH2:16][CH2:15]3)[CH2:13][C:7]=2[CH:6]=[CH:5][C:4]=1[N+:20]([O-])=O, predict the reaction product. The product is: [CH3:1][O:2][C:3]1[C:8]2[CH2:9][CH2:10][CH2:11][CH:12]([N:14]3[CH2:19][CH2:18][O:17][CH2:16][CH2:15]3)[CH2:13][C:7]=2[CH:6]=[CH:5][C:4]=1[NH2:20]. (2) Given the reactants C[O:2][C:3](=[O:33])[CH2:4][CH2:5][C:6]12[CH2:13][CH2:12][C:9]([C:14]3[NH:22][C:21]4[C:20]([NH:23][CH:24]([CH2:27]O)[CH2:25][CH3:26])=[N:19][C:18](=[O:29])[N:17]([CH2:30][CH2:31][CH3:32])[C:16]=4[N:15]=3)([CH2:10][CH2:11]1)[CH2:8][CH2:7]2, predict the reaction product. The product is: [CH2:25]([CH:24]1[N:23]=[C:20]2[N:19]([C:18](=[O:29])[N:17]([CH2:30][CH2:31][CH3:32])[C:16]3[N:15]=[C:14]([C:9]45[CH2:12][CH2:13][C:6]([CH2:5][CH2:4][C:3]([OH:2])=[O:33])([CH2:7][CH2:8]4)[CH2:11][CH2:10]5)[NH:22][C:21]=32)[CH2:27]1)[CH3:26]. (3) The product is: [CH2:1]([N:8]1[CH2:13][CH2:12][C:11]2([C:17]3[CH:18]=[CH:19][C:20]([C:37]([NH:36][C:30]4[C:31]([Cl:35])=[CH:32][CH:33]=[CH:34][C:29]=4[Cl:28])=[O:38])=[CH:21][C:16]=3[O:15][CH2:14]2)[CH2:10][CH2:9]1)[C:2]1[CH:7]=[CH:6][CH:5]=[CH:4][CH:3]=1. Given the reactants [CH2:1]([N:8]1[CH2:13][CH2:12][C:11]2([C:17]3[CH:18]=[CH:19][C:20](Br)=[CH:21][C:16]=3[O:15][CH2:14]2)[CH2:10][CH2:9]1)[C:2]1[CH:7]=[CH:6][CH:5]=[CH:4][CH:3]=1.C([Li])CCC.[Cl:28][C:29]1[CH:34]=[CH:33][CH:32]=[C:31]([Cl:35])[C:30]=1[N:36]=[C:37]=[O:38], predict the reaction product. (4) Given the reactants [Cl:1][C:2]1[CH:7]=[C:6]([F:8])[CH:5]=[CH:4][C:3]=1[N:9]1[C:13]2[CH:14]=[CH:15][CH:16]=[CH:17][C:12]=2[NH:11][S:10]1(=[O:19])=[O:18].C1(P(C2C=CC=CC=2)C2C=CC=CC=2)C=CC=CC=1.[Br:39][CH2:40][CH2:41]O.CC(OC(/N=N/C(OC(C)C)=O)=O)C, predict the reaction product. The product is: [Br:39][CH2:40][CH2:41][N:11]1[C:12]2[CH:17]=[CH:16][CH:15]=[CH:14][C:13]=2[N:9]([C:3]2[CH:4]=[CH:5][C:6]([F:8])=[CH:7][C:2]=2[Cl:1])[S:10]1(=[O:18])=[O:19]. (5) Given the reactants [C:1]([C:4]1[CH:5]=[C:6]([CH:9]=[CH:10][CH:11]=1)[C:7]#[N:8])(=[O:3])[CH3:2], predict the reaction product. The product is: [OH:3][C@@H:1]([C:4]1[CH:5]=[C:6]([CH:9]=[CH:10][CH:11]=1)[C:7]#[N:8])[CH3:2]. (6) Given the reactants [Br:1][C:2]1[CH:7]=[C:6]([CH3:8])[CH:5]=[C:4]([CH3:9])[CH:3]=1.C1C(=O)N([Br:17])C(=O)C1, predict the reaction product. The product is: [Br:1][C:2]1[CH:7]=[C:6]([CH3:8])[CH:5]=[C:4]([CH2:9][Br:17])[CH:3]=1. (7) The product is: [C:1]([NH:5][C:6]([C:8]1[C:16]2[C:11](=[N:12][CH:13]=[C:14]([C:17]3[CH:22]=[CH:21][CH:20]=[C:19]([NH:23][C:24](=[O:31])[CH:25]=[CH:26][CH2:27][N:28]([CH3:30])[CH3:29])[CH:18]=3)[N:15]=2)[NH:10][CH:9]=1)=[O:7])([CH3:4])([CH3:3])[CH3:2]. Given the reactants [C:1]([NH:5][C:6]([C:8]1[C:16]2[C:11](=[N:12][CH:13]=[C:14]([C:17]3[CH:22]=[CH:21][CH:20]=[C:19]([NH:23][C:24](=[O:31])[CH:25]=[CH:26][CH2:27][N:28]([CH3:30])[CH3:29])[CH:18]=3)[N:15]=2)[N:10](COCC[Si](C)(C)C)[CH:9]=1)=[O:7])([CH3:4])([CH3:3])[CH3:2].C(O)(C(F)(F)F)=O, predict the reaction product. (8) Given the reactants [CH3:1][C:2]1[N:7]=[C:6]2[S:8][C:9]3[CH2:14][CH2:13][CH2:12][CH2:11][C:10]=3[C:5]2=[C:4]([C:15]2[CH:20]=[CH:19][C:18]([O:21][CH3:22])=[C:17]([O:23][CH3:24])[CH:16]=2)[C:3]=1[CH2:25][C:26]([O:28][CH3:29])=[O:27].[Li+].C[Si]([N-][Si](C)(C)C)(C)C.[CH2:40]1[CH2:44]OC[CH2:41]1.ICCC, predict the reaction product. The product is: [CH3:1][C:2]1[N:7]=[C:6]2[S:8][C:9]3[CH2:14][CH2:13][CH2:12][CH2:11][C:10]=3[C:5]2=[C:4]([C:15]2[CH:20]=[CH:19][C:18]([O:21][CH3:22])=[C:17]([O:23][CH3:24])[CH:16]=2)[C:3]=1[CH:25]([CH2:41][CH2:40][CH3:44])[C:26]([O:28][CH3:29])=[O:27].